Predict which catalyst facilitates the given reaction. From a dataset of Catalyst prediction with 721,799 reactions and 888 catalyst types from USPTO. (1) Reactant: C([O:4][C:5]1[CH:10]=[C:9]([CH3:11])[CH:8]=[C:7]([F:12])[C:6]=1[C:13](=[O:24])[C:14]1[CH:19]=[CH:18][C:17]([O:20][CH:21]([CH3:23])[CH3:22])=[CH:16][CH:15]=1)(=O)C.[Br:25]N1C(=O)CCC1=O.FC1C(C(=O)C2C=CC(OCCC)=CC=2)=C(O)C=C(CO)C=1. Product: [Br:25][CH2:11][C:9]1[CH:8]=[C:7]([F:12])[C:6]([C:13](=[O:24])[C:14]2[CH:19]=[CH:18][C:17]([O:20][CH:21]([CH3:23])[CH3:22])=[CH:16][CH:15]=2)=[C:5]([OH:4])[CH:10]=1. The catalyst class is: 734. (2) Reactant: [NH:1]1[C:9]2[C:4](=[CH:5][CH:6]=[CH:7][CH:8]=2)[C:3]([CH2:10][CH2:11][NH:12][C:13](=[O:19])[O:14][C:15]([CH3:18])([CH3:17])[CH3:16])=[CH:2]1.[H-].[Na+].I[CH3:23]. Product: [CH3:23][N:1]1[C:9]2[C:4](=[CH:5][CH:6]=[CH:7][CH:8]=2)[C:3]([CH2:10][CH2:11][NH:12][C:13](=[O:19])[O:14][C:15]([CH3:16])([CH3:18])[CH3:17])=[CH:2]1. The catalyst class is: 1. (3) Reactant: [O:1]1[CH2:6][CH2:5][O:4][CH2:3][CH:2]1[CH2:7][OH:8].[H-].[Na+].F[C:12]1[CH:17]=[CH:16][C:15]([S:18]([NH2:21])(=[O:20])=[O:19])=[CH:14][C:13]=1[N+:22]([O-:24])=[O:23]. Product: [O:1]1[CH2:6][CH2:5][O:4][CH2:3][CH:2]1[CH2:7][O:8][C:12]1[CH:17]=[CH:16][C:15]([S:18]([NH2:21])(=[O:20])=[O:19])=[CH:14][C:13]=1[N+:22]([O-:24])=[O:23]. The catalyst class is: 7. (4) Reactant: [N+:1]([C:4](=[CH:8][CH3:9])[C:5]([O-:7])=[O:6])([O-:3])=[O:2].[N+]([CH2:13][C:14](OCC)=[O:15])([O-])=O.[CH2:19](C(CC)(CC)C([O-])([O-])[O-])[CH3:20].C(O)C. Product: [CH2:14]([O:15][C:8]([CH3:9])=[C:4]([N+:1]([O-:3])=[O:2])[C:5]([O:7][CH2:19][CH3:20])=[O:6])[CH3:13]. The catalyst class is: 11. (5) Reactant: [CH3:1][N:2]([CH:13]1[CH2:18][CH2:17][NH:16][CH2:15][CH2:14]1)[C:3](=[O:12])[O:4][CH2:5][C:6]1[CH:11]=[CH:10][CH:9]=[CH:8][CH:7]=1.[CH3:19][O:20][C:21]1[CH:26]=[C:25](Br)[CH:24]=[CH:23][N:22]=1.C(O[Na])CCC.CC1(C)C2C(=C(P(C3C=CC=CC=3)C3C=CC=CC=3)C=CC=2)OC2C(P(C3C=CC=CC=3)C3C=CC=CC=3)=CC=CC1=2. Product: [CH3:19][O:20][C:21]1[CH:26]=[C:25]([N:16]2[CH2:15][CH2:14][CH:13]([N:2]([CH3:1])[C:3](=[O:12])[O:4][CH2:5][C:6]3[CH:11]=[CH:10][CH:9]=[CH:8][CH:7]=3)[CH2:18][CH2:17]2)[CH:24]=[CH:23][N:22]=1. The catalyst class is: 101.